This data is from Reaction yield outcomes from USPTO patents with 853,638 reactions. The task is: Predict the reaction yield, written as a fraction of the theoretical maximum amount of product (1.0 means a 100% yield; for example, 0.34 means a 34% yield). (1) The yield is 1.00. The product is [Cl:44][C:41]1[CH:42]=[C:43]2[NH:35][C:36](=[O:52])[C:37]3([CH:45]([C:46]4[CH:47]=[CH:48][CH:49]=[CH:50][CH:51]=4)[CH2:14][C:13](=[O:21])[NH:12][CH:11]3[C:22]3[CH:27]=[CH:26][CH:25]=[C:24]([Cl:28])[CH:23]=3)[C:38]2=[CH:39][CH:40]=1. The reactants are ClC1C=C2NC(=O)C3(C(CC(C)(C)C)[CH2:14][C:13](=[O:21])[NH:12][CH:11]3[C:22]3[CH:27]=[CH:26][CH:25]=[C:24]([Cl:28])[CH:23]=3)C2=CC=1.C(OC([N:35]1[C:43]2[C:38](=[CH:39][CH:40]=[C:41]([Cl:44])[CH:42]=2)/[C:37](=[CH:45]/[C:46]2[CH:51]=[CH:50][CH:49]=[CH:48][CH:47]=2)/[C:36]1=[O:52])=O)C.CO.[OH-].[Na+]. The catalyst is C1(C)C=CC=CC=1. (2) The reactants are [S:1]([N:9]1[CH:13]=[CH:12][N:11]=[CH:10]1)([N:4]1[CH:8]=[CH:7][N:6]=[CH:5]1)(=[O:3])=[O:2].[F:14][C:15]([F:22])([F:21])[S:16]([O:19]C)(=[O:18])=[O:17]. The catalyst is C(Cl)Cl. The product is [F:14][C:15]([F:22])([F:21])[S:16]([O-:19])(=[O:18])=[O:17].[N:4]1([S:1]([N:9]2[CH:13]=[CH:12][N+:11]([CH3:15])=[CH:10]2)(=[O:2])=[O:3])[CH:8]=[CH:7][N:6]=[CH:5]1. The yield is 0.980. (3) The reactants are Cl.C(O[C:5]([C:7]1[NH:8][CH:9]=[CH:10][C:11]=1[NH2:12])=[O:6])C.[CH:13]([C:15]1[N:16]=[CH:17][NH:18][CH:19]=1)=O.[BH3-]C#N.[Na+].CCN(CC)CC.C([N:39]=[C:40]=[S:41])(=O)C1C=CC=CC=1. The catalyst is CO. The product is [NH:16]1[C:15]([CH2:13][N:12]2[C:11]3[CH:10]=[CH:9][NH:8][C:7]=3[C:5](=[O:6])[NH:39][C:40]2=[S:41])=[CH:19][N:18]=[CH:17]1. The yield is 0.130. (4) The reactants are [Cl:1][C:2]1[C:7]([S:8]([N:11]2[C:15]([C:16]3[CH:21]=[CH:20][CH:19]=[CH:18][CH:17]=3)=[CH:14][C:13]([CH2:22][N:23](C)[C:24](=O)OC(C)(C)C)=[CH:12]2)(=[O:10])=[O:9])=[CH:6][CH:5]=[CH:4][N:3]=1.C(OCC)(=O)C.Cl. The catalyst is C(OCC)(=O)C. The product is [ClH:1].[Cl:1][C:2]1[C:7]([S:8]([N:11]2[C:15]([C:16]3[CH:21]=[CH:20][CH:19]=[CH:18][CH:17]=3)=[CH:14][C:13]([CH2:22][NH:23][CH3:24])=[CH:12]2)(=[O:9])=[O:10])=[CH:6][CH:5]=[CH:4][N:3]=1. The yield is 0.490. (5) The reactants are [C:1]([O:5][C:6]([NH:8][CH:9]([CH3:16])[CH2:10]OS(C)(=O)=O)=[O:7])([CH3:4])([CH3:3])[CH3:2].[NH:17]1[CH2:22][CH2:21][O:20][CH2:19][CH2:18]1.C([O-])([O-])=O.[K+].[K+]. The catalyst is CC#N. The product is [C:1]([O:5][C:6](=[O:7])[NH:8][CH:9]([CH3:16])[CH2:10][N:17]1[CH2:22][CH2:21][O:20][CH2:19][CH2:18]1)([CH3:4])([CH3:3])[CH3:2]. The yield is 0.620. (6) The reactants are [Cl:1][C:2]1[CH:3]=[CH:4][C:5]([CH2:8][O:9][C:10]2[CH:15]=[CH:14][NH:13][C:12](=[O:16])[CH:11]=2)=[N:6][CH:7]=1.Br[C:18]1[CH:26]=[C:25]2[C:21]([C:22]3[CH2:31][CH2:30][N:29]([C:32]([O:34][C:35]([CH3:38])([CH3:37])[CH3:36])=[O:33])[CH2:28][C:23]=3[N:24]2[CH3:27])=[CH:20][CH:19]=1. No catalyst specified. The product is [Cl:1][C:2]1[CH:3]=[CH:4][C:5]([CH2:8][O:9][C:10]2[CH:15]=[CH:14][N:13]([C:18]3[CH:26]=[C:25]4[C:21]([C:22]5[CH2:31][CH2:30][N:29]([C:32]([O:34][C:35]([CH3:38])([CH3:37])[CH3:36])=[O:33])[CH2:28][C:23]=5[N:24]4[CH3:27])=[CH:20][CH:19]=3)[C:12](=[O:16])[CH:11]=2)=[N:6][CH:7]=1. The yield is 0.250.